From a dataset of Catalyst prediction with 721,799 reactions and 888 catalyst types from USPTO. Predict which catalyst facilitates the given reaction. (1) Reactant: [NH2:1][C:2]1[N:7]=[CH:6][N:5]=[C:4]2[N:8]([CH:24]3[CH2:27][C:26]4([CH2:32][CH2:31][N:30](C(OC(C)(C)C)=O)[CH2:29][CH2:28]4)[CH2:25]3)[N:9]=[C:10]([C:11]3[CH:16]=[CH:15][C:14]([O:17][C:18]4[CH:23]=[CH:22][CH:21]=[CH:20][CH:19]=4)=[CH:13][CH:12]=3)[C:3]=12.Cl. Product: [O:17]([C:14]1[CH:13]=[CH:12][C:11]([C:10]2[C:3]3[C:4](=[N:5][CH:6]=[N:7][C:2]=3[NH2:1])[N:8]([CH:24]3[CH2:27][C:26]4([CH2:32][CH2:31][NH:30][CH2:29][CH2:28]4)[CH2:25]3)[N:9]=2)=[CH:16][CH:15]=1)[C:18]1[CH:19]=[CH:20][CH:21]=[CH:22][CH:23]=1. The catalyst class is: 135. (2) Reactant: [CH3:1][N:2]1[C:10]2[C:9]3=[C:11]([S:18]([CH3:21])(=[O:20])=[O:19])[S:12][C:13]([S:14](Cl)(=[O:16])=[O:15])=[C:8]3[CH2:7][CH2:6][C:5]=2[CH:4]=[N:3]1.[NH3:22]. Product: [CH3:1][N:2]1[C:10]2[C:9]3=[C:11]([S:18]([CH3:21])(=[O:20])=[O:19])[S:12][C:13]([S:14]([NH2:22])(=[O:16])=[O:15])=[C:8]3[CH2:7][CH2:6][C:5]=2[CH:4]=[N:3]1. The catalyst class is: 1.